This data is from Forward reaction prediction with 1.9M reactions from USPTO patents (1976-2016). The task is: Predict the product of the given reaction. (1) The product is: [NH2:1][C@H:2]([C:7]([OH:9])=[O:8])[CH2:3][CH:4]([CH3:6])[CH3:5].[S:19]([C:22]1[CH:23]=[CH:5][C:4]([CH3:6])=[CH:3][CH:2]=1)([OH:20])(=[O:21])=[O:26].[CH:17]([S:19]([CH:22]=[CH2:23])(=[O:21])=[O:20])=[CH2:18]. Given the reactants [NH:1](C(OC(C)(C)C)=O)[C@H:2]([C:7]([OH:9])=[O:8])[CH2:3][CH:4]([CH3:6])[CH3:5].[CH:17]([S:19]([CH:22]=[CH2:23])(=[O:21])=[O:20])=[CH2:18].CC[O:26]CC, predict the reaction product. (2) Given the reactants [C:1]([O:5][C:6]([N:8]1[CH2:13][C@H:12]([CH2:14][N:15]2[CH2:19][CH2:18][CH2:17][C:16]2=[O:20])[NH:11][CH2:10][C@H:9]1[CH3:21])=[O:7])([CH3:4])([CH3:3])[CH3:2].C(=O)([O-])[O-].[K+].[K+].Br[CH2:29][C:30]([O:32][CH2:33][C:34]1[CH:39]=[CH:38][CH:37]=[CH:36][CH:35]=1)=[O:31], predict the reaction product. The product is: [C:1]([O:5][C:6]([N:8]1[CH2:13][C@H:12]([CH2:14][N:15]2[CH2:19][CH2:18][CH2:17][C:16]2=[O:20])[N:11]([CH2:29][C:30]([O:32][CH2:33][C:34]2[CH:39]=[CH:38][CH:37]=[CH:36][CH:35]=2)=[O:31])[CH2:10][C@H:9]1[CH3:21])=[O:7])([CH3:4])([CH3:2])[CH3:3]. (3) Given the reactants [F:1][C:2]1[CH:7]=[C:6](B2OC(C)(C)C(C)(C)O2)[CH:5]=[CH:4][C:3]=1[C:17]1[CH:18]=[N:19][C:20]([NH2:23])=[N:21][CH:22]=1.Br[C:25]1[CH:30]=[CH:29][CH:28]=[CH:27][C:26]=1[S:31]([NH:34][C@@H:35]([CH3:43])[C:36]([O:38][C:39]([CH3:42])([CH3:41])[CH3:40])=[O:37])(=[O:33])=[O:32], predict the reaction product. The product is: [NH2:23][C:20]1[N:21]=[CH:22][C:17]([C:3]2[CH:4]=[CH:5][C:6]([C:25]3[CH:30]=[CH:29][CH:28]=[CH:27][C:26]=3[S:31]([NH:34][C@H:35]([C:36]([O:38][C:39]([CH3:40])([CH3:42])[CH3:41])=[O:37])[CH3:43])(=[O:32])=[O:33])=[CH:7][C:2]=2[F:1])=[CH:18][N:19]=1. (4) Given the reactants O[CH2:2][C:3]1[N:4]=[CH:5][NH:6][CH:7]=1.O=S(Cl)Cl.[N-:12]=[N+:13]=[N-:14].[Na+].C([O-])(O)=O.[Na+], predict the reaction product. The product is: [N:12]([CH2:2][C:3]1[N:4]=[CH:5][NH:6][CH:7]=1)=[N+:13]=[N-:14]. (5) The product is: [CH3:67][N:30]([CH3:29])[C:31]1[N:36]=[CH:35][C:34]([C:37]2[N:38]=[C:39]([CH2:64][CH3:65])[C:40]([NH:45][C@H:46]3[C@@H:50]([O:51][CH2:52][CH3:53])[CH2:49][NH:48][CH2:47]3)=[N:41][C:42]=2[CH2:43][CH3:44])=[C:33]([CH3:66])[CH:32]=1. Given the reactants C(O[C@H]1CNC[C@H]1NC1C(CC)=NC(C2C(C)=NC(OC)=CC=2)=C(CC)N=1)C.[CH3:29][N:30]([CH3:67])[C:31]1[N:36]=[CH:35][C:34]([C:37]2[N:38]=[C:39]([CH2:64][CH3:65])[C:40]([NH:45][C@H:46]3[C@@H:50]([O:51][CH2:52][CH3:53])[CH2:49][N:48](C(OCC4C=CC=CC=4)=O)[CH2:47]3)=[N:41][C:42]=2[CH2:43][CH3:44])=[C:33]([CH3:66])[CH:32]=1, predict the reaction product.